Dataset: Catalyst prediction with 721,799 reactions and 888 catalyst types from USPTO. Task: Predict which catalyst facilitates the given reaction. Reactant: [CH3:1][O:2][C:3]1[CH:4]=[C:5]2[C:9](=[CH:10][CH:11]=1)[N:8]=[C:7]([CH3:12])[C:6]2([CH3:14])[CH3:13].[Br:15][CH2:16][CH2:17][CH2:18][CH2:19][CH2:20][C:21]([OH:23])=[O:22].ClC1C=CC=CC=1Cl. Product: [Br-:15].[C:21]([CH2:20][CH2:19][CH2:18][CH2:17][CH2:16][N+:8]1[C:9]2[C:5](=[CH:4][C:3]([O:2][CH3:1])=[CH:11][CH:10]=2)[C:6]([CH3:14])([CH3:13])[C:7]=1[CH3:12])([OH:23])=[O:22]. The catalyst class is: 27.